This data is from TCR-epitope binding with 47,182 pairs between 192 epitopes and 23,139 TCRs. The task is: Binary Classification. Given a T-cell receptor sequence (or CDR3 region) and an epitope sequence, predict whether binding occurs between them. (1) The epitope is LEPLVDLPI. The TCR CDR3 sequence is CASSLGWGQHNEQFF. Result: 0 (the TCR does not bind to the epitope). (2) The epitope is LLSAGIFGA. The TCR CDR3 sequence is CASSLGFTDTQYF. Result: 0 (the TCR does not bind to the epitope). (3) The epitope is LLQTGIHVRVSQPSL. The TCR CDR3 sequence is CASSPGQGGYNEQFF. Result: 0 (the TCR does not bind to the epitope). (4) The epitope is SSNVANYQK. The TCR CDR3 sequence is CASSYPNSEREVYNEQFF. Result: 1 (the TCR binds to the epitope). (5) The epitope is QIKVRVKMV. The TCR CDR3 sequence is CARLSPLGEDYEQYF. Result: 0 (the TCR does not bind to the epitope). (6) The epitope is HSKKKCDEL. The TCR CDR3 sequence is CASSQLGLAYEQYF. Result: 0 (the TCR does not bind to the epitope).